Task: Predict the product of the given reaction.. Dataset: Forward reaction prediction with 1.9M reactions from USPTO patents (1976-2016) The product is: [O:1]([C:8]1[CH:30]=[CH:29][C:11]([O:12][C:13]2[C:14]3[N:21]([CH2:22][CH:23]4[CH2:24][CH2:25][N:26]([C:36]#[N:37])[CH2:27][CH2:28]4)[CH:20]=[CH:19][C:15]=3[N:16]=[CH:17][N:18]=2)=[CH:10][CH:9]=1)[C:2]1[CH:7]=[CH:6][CH:5]=[CH:4][CH:3]=1. Given the reactants [O:1]([C:8]1[CH:30]=[CH:29][C:11]([O:12][C:13]2[C:14]3[N:21]([CH2:22][CH:23]4[CH2:28][CH2:27][NH:26][CH2:25][CH2:24]4)[CH:20]=[CH:19][C:15]=3[N:16]=[CH:17][N:18]=2)=[CH:10][CH:9]=1)[C:2]1[CH:7]=[CH:6][CH:5]=[CH:4][CH:3]=1.C(=O)(O)[O-].[Na+].[C:36](Br)#[N:37], predict the reaction product.